From a dataset of Peptide-MHC class I binding affinity with 185,985 pairs from IEDB/IMGT. Regression. Given a peptide amino acid sequence and an MHC pseudo amino acid sequence, predict their binding affinity value. This is MHC class I binding data. (1) The peptide sequence is WEPEFYEAMY. The MHC is HLA-B40:02 with pseudo-sequence HLA-B40:02. The binding affinity (normalized) is 0.179. (2) The peptide sequence is VGKEFNKL. The MHC is H-2-Kb with pseudo-sequence H-2-Kb. The binding affinity (normalized) is 0.219. (3) The peptide sequence is AYIAFPTSCHMFI. The MHC is HLA-A01:01 with pseudo-sequence HLA-A01:01. The binding affinity (normalized) is 0. (4) The peptide sequence is KLAKEKKLL. The MHC is HLA-A02:02 with pseudo-sequence HLA-A02:02. The binding affinity (normalized) is 0.512. (5) The peptide sequence is KRLRLIHLLHQ. The MHC is HLA-B27:05 with pseudo-sequence HLA-B27:05. The binding affinity (normalized) is 0.585. (6) The peptide sequence is VPAQNAIST. The MHC is HLA-A11:01 with pseudo-sequence HLA-A11:01. The binding affinity (normalized) is 0.0847. (7) The peptide sequence is FTNSQIFNII. The MHC is HLA-A68:02 with pseudo-sequence HLA-A68:02. The binding affinity (normalized) is 0.746. (8) The peptide sequence is VFSDGRVAC. The MHC is HLA-B18:01 with pseudo-sequence HLA-B18:01. The binding affinity (normalized) is 0.